Dataset: Catalyst prediction with 721,799 reactions and 888 catalyst types from USPTO. Task: Predict which catalyst facilitates the given reaction. (1) Reactant: Cl[C:2]1[N:6]([CH3:7])[C:5]2[C:8]([CH:13]([CH2:16][CH3:17])[CH2:14][CH3:15])=[CH:9][CH:10]=[C:11]([Cl:12])[C:4]=2[N:3]=1.[Cl:18][C:19]1[CH:24]=[C:23]([Cl:25])[CH:22]=[C:21]([CH3:26])[C:20]=1[OH:27].C(=O)([O-])[O-].[K+].[K+]. Product: [Cl:12][C:11]1[C:4]2[N:3]=[C:2]([O:27][C:20]3[C:21]([CH3:26])=[CH:22][C:23]([Cl:25])=[CH:24][C:19]=3[Cl:18])[N:6]([CH3:7])[C:5]=2[C:8]([CH:13]([CH2:16][CH3:17])[CH2:14][CH3:15])=[CH:9][CH:10]=1. The catalyst class is: 35. (2) Reactant: [CH3:1][C@@H:2]1[CH2:6][CH2:5][CH2:4][NH:3]1.C(=O)([O-])[O-].[Cs+].[Cs+].Cl[CH2:14][CH2:15][CH2:16][CH2:17][O:18][C:19]1[CH:24]=[CH:23][C:22]([I:25])=[CH:21][CH:20]=1. Product: [I:25][C:22]1[CH:23]=[CH:24][C:19]([O:18][CH2:17][CH2:16][CH2:15][CH2:14][N:3]2[CH2:4][CH2:5][CH2:6][C@H:2]2[CH3:1])=[CH:20][CH:21]=1. The catalyst class is: 10. (3) Reactant: [CH3:1][N:2]1[C:11]2[C:6](=[CH:7][CH:8]=[C:9]([C:15]([O:17][CH3:18])=[O:16])[C:10]=2[N+:12]([O-])=O)[CH:5]=[CH:4][CH2:3]1. Product: [NH2:12][C:10]1[C:9]([C:15]([O:17][CH3:18])=[O:16])=[CH:8][CH:7]=[C:6]2[C:11]=1[N:2]([CH3:1])[CH2:3][CH2:4][CH2:5]2. The catalyst class is: 19. (4) Reactant: C(O)(=O)C.C[Si]([N:9]=[N+:10]=[N-:11])(C)C.[C:12]1(=[O:17])[CH2:16][CH2:15][CH:14]=[CH:13]1.C(N(CC)CC)C. Product: [N:9]([CH:14]1[CH2:15][CH2:16][C:12](=[O:17])[CH2:13]1)=[N+:10]=[N-:11]. The catalyst class is: 4. (5) Reactant: [F:1][C:2]([F:30])([F:29])[C:3]1[CH:4]=[C:5]([CH:13]([C:15]2[N:19](CC3C=CC(OC)=CC=3)[N:18]=[N:17][N:16]=2)[OH:14])[CH:6]=[C:7]([C:9]([F:12])([F:11])[F:10])[CH:8]=1.[N+]([O-])([O-])=O.[Ce].[NH4+].C([O-])(O)=O.[Na+].Cl.[Cl-].[Na+].O. Product: [F:30][C:2]([F:1])([F:29])[C:3]1[CH:4]=[C:5]([CH:13]([C:15]2[NH:19][N:18]=[N:17][N:16]=2)[OH:14])[CH:6]=[C:7]([C:9]([F:10])([F:11])[F:12])[CH:8]=1. The catalyst class is: 144.